Dataset: Antibody developability classification from SAbDab with 2,409 antibodies. Task: Regression/Classification. Given an antibody's heavy chain and light chain sequences, predict its developability. TAP uses regression for 5 developability metrics; SAbDab uses binary classification. (1) The antibody is ['EVLLVESGGDLVKPGGFLKLSCAASGFTFSSFGMSWVRHTPDKRLEWVATISNGGGYTYYQDSVKGRFTISRDNAKNTLFLEMTSLKSEDAGLYYCARRERYDEKGFAYWGRGTLVTVSA', 'DIVMTQSPSSLTVTAGEKVTMSCKSSQSLFNSGKRKNFLTWYHQKPGQPPKLLIYWASTRESGVPDRFSGSGSGTDFTLTITSVQAEDLAIYYCQNDYSHPLTFGAGTKLELK']. Result: 0 (not developable). (2) The antibody is ['EVQLVQSGPELKKPGASVKVSCKASGYTFTNYGMNWVRQAPGQGLEWMGWINTYTGETTYADDFKGRFVFSLDTSVSTAYLQISSLKAEDTAVYYCEREGGVNNWGQGTLVTVSS', 'DIQVTQSPSSLSASVGDRVTITCITSTDIDDDMNWYQQKPGKVPKLLISGGNTLRPGVPSRFSGSGSGTDFTLTISSLQPEDVATYYCLQSDSLPYTFGQGTKVEIK']. Result: 0 (not developable). (3) The antibody is ['5vph', 'QIVMTQSPFSMYATLGERVTITCKASQDIYSYLSWLQQKPGKSLKTLIYRANRLITGVPSRFSGSGSGQDYSLTISSLEYEDMGIYYCLQYDEFPYTFGGGTKLEMK']. Result: 0 (not developable).